Dataset: Reaction yield outcomes from USPTO patents with 853,638 reactions. Task: Predict the reaction yield, written as a fraction of the theoretical maximum amount of product (1.0 means a 100% yield; for example, 0.34 means a 34% yield). The reactants are [Cl:1][C:2]1[CH:8]=[CH:7][CH:6]=[CH:5][C:3]=1[NH2:4].[N:9]([O-])=O.[Na+].C([O-])(=O)C.[Na+].[C:18]([CH2:21][C:22](=[O:24])[CH3:23])(=[O:20])[CH3:19]. The catalyst is C(O)(=O)C.Cl.O.C(O)C. The product is [Cl:1][C:2]1[CH:8]=[CH:7][CH:6]=[CH:5][C:3]=1[NH:4][N:9]=[C:21]([C:22](=[O:24])[CH3:23])[C:18](=[O:20])[CH3:19]. The yield is 0.460.